From a dataset of Catalyst prediction with 721,799 reactions and 888 catalyst types from USPTO. Predict which catalyst facilitates the given reaction. (1) Reactant: [CH3:1][O:2][C:3]1[CH:4]=[C:5]2[C:9](=[CH:10][C:11]=1[N+:12]([O-:14])=[O:13])[NH:8][CH2:7][CH2:6]2.C(N(C(C)C)CC)(C)C.Br[CH2:25][C:26](Cl)=[O:27].C(=O)([O-])[O-].[K+].[K+].[NH:35]1[CH2:40][CH2:39][O:38][CH2:37][CH2:36]1. Product: [CH3:1][O:2][C:3]1[CH:4]=[C:5]2[C:9](=[CH:10][C:11]=1[N+:12]([O-:14])=[O:13])[N:8]([C:26](=[O:27])[CH2:25][N:35]1[CH2:40][CH2:39][O:38][CH2:37][CH2:36]1)[CH2:7][CH2:6]2. The catalyst class is: 4. (2) Reactant: Br[CH2:2][C:3]1[CH:4]=[C:5]([C:8]([O:10][C:11]([CH3:14])([CH3:13])[CH3:12])=[O:9])[S:6][CH:7]=1.Cl.[NH2:16][C@H:17]([C:19]([O:21][C:22]([CH3:25])([CH3:24])[CH3:23])=[O:20])[CH3:18].C(N(CC)CC)C.O. Product: [C:22]([O:21][C:19](=[O:20])[C@@H:17]([NH:16][CH2:2][C:3]1[CH:4]=[C:5]([C:8]([O:10][C:11]([CH3:14])([CH3:13])[CH3:12])=[O:9])[S:6][CH:7]=1)[CH3:18])([CH3:25])([CH3:24])[CH3:23]. The catalyst class is: 9. (3) Reactant: Br[CH:2]([CH2:16][CH2:17][CH3:18])[C:3]([C:5]1[CH:6]=[CH:7][C:8]2[O:13][CH2:12][C:11](=[O:14])[NH:10][C:9]=2[CH:15]=1)=O.[NH2:19][N:20]1[CH:24]=[N:23][N:22]=[C:21]1[SH:25].C(O)C. Product: [CH2:16]([CH:2]1[S:25][C:21]2=[N:22][N:23]=[CH:24][N:20]2[N:19]=[C:3]1[C:5]1[CH:6]=[CH:7][C:8]2[O:13][CH2:12][C:11](=[O:14])[NH:10][C:9]=2[CH:15]=1)[CH2:17][CH3:18]. The catalyst class is: 11. (4) Reactant: [C:1]([NH:5][CH:6]([C:8]1[CH:9]=[C:10]2[C:15](=[CH:16][CH:17]=1)[C@H:14]([NH:18][C:19]([C@H:21]1[C@@H:25]([CH2:26][S:27]([C:30]3[CH:35]=[CH:34][CH:33]=[C:32]([C:36]([F:39])([F:38])[F:37])[CH:31]=3)(=[O:29])=[O:28])[O:24]C(C)(C)[O:22]1)=[O:20])[CH2:13][CH2:12][CH2:11]2)[CH3:7])([CH3:4])([CH3:3])[CH3:2].Cl. Product: [C:1]([NH:5][CH:6]([C:8]1[CH:9]=[C:10]2[C:15](=[CH:16][CH:17]=1)[C@H:14]([NH:18][C:19](=[O:20])[C@H:21]([OH:22])[C@H:25]([OH:24])[CH2:26][S:27]([C:30]1[CH:35]=[CH:34][CH:33]=[C:32]([C:36]([F:39])([F:38])[F:37])[CH:31]=1)(=[O:28])=[O:29])[CH2:13][CH2:12][CH2:11]2)[CH3:7])([CH3:2])([CH3:3])[CH3:4]. The catalyst class is: 5. (5) Reactant: [ClH:1].[O:2]1[C@@H:14]2[C@@:15]34[CH2:17][CH2:18][NH:19][C@@H:9]([C@:10]3([O:21][CH2:22][CH2:23][CH2:24][C:25]3[CH:30]=[CH:29][CH:28]=[CH:27][CH:26]=3)[CH2:11][CH2:12][C:13]2=[O:20])[CH2:8][C:7]2=[C:16]4[C:3]1=[C:4]([O:31][CH3:32])[CH:5]=[CH:6]2.C(=O)([O-])[O-].[K+].[K+].[CH:39]1([CH2:43]Br)[CH2:42][CH2:41][CH2:40]1. Product: [ClH:1].[CH:39]1([CH2:43][N:19]2[CH2:18][CH2:17][C@:15]34[C:16]5[C:3]6[O:2][C@H:14]3[C:13](=[O:20])[CH2:12][CH2:11][C@@:10]4([O:21][CH2:22][CH2:23][CH2:24][C:25]3[CH:26]=[CH:27][CH:28]=[CH:29][CH:30]=3)[C@H:9]2[CH2:8][C:7]=5[CH:6]=[CH:5][C:4]=6[O:31][CH3:32])[CH2:42][CH2:41][CH2:40]1. The catalyst class is: 6. (6) Reactant: C([O:3][C:4](=[O:36])[CH:5]([O:33][CH2:34][CH3:35])[CH2:6][C:7]1[CH:12]=[CH:11][C:10]([O:13][CH2:14][CH2:15][C:16]2[CH:21]=[CH:20][C:19]([O:22][S:23]([CH2:26][C:27]3[CH:32]=[CH:31][CH:30]=[CH:29][CH:28]=3)(=[O:25])=[O:24])=[CH:18][CH:17]=2)=[CH:9][CH:8]=1)C.[OH-].[Li+].Cl. Product: [CH2:34]([O:33][CH:5]([CH2:6][C:7]1[CH:8]=[CH:9][C:10]([O:13][CH2:14][CH2:15][C:16]2[CH:21]=[CH:20][C:19]([O:22][S:23]([CH2:26][C:27]3[CH:32]=[CH:31][CH:30]=[CH:29][CH:28]=3)(=[O:24])=[O:25])=[CH:18][CH:17]=2)=[CH:11][CH:12]=1)[C:4]([OH:36])=[O:3])[CH3:35]. The catalyst class is: 30. (7) Reactant: [CH3:1][O:2][C:3]1[CH:4]=[C:5]([C:9]([CH:12]2C(=O)OC(C)(C)[O:14][C:13]2=[O:21])([CH3:11])[CH3:10])[CH:6]=[CH:7][CH:8]=1.CN(C=O)C. Product: [CH3:1][O:2][C:3]1[CH:4]=[C:5]([C:9]([CH3:11])([CH3:10])[CH2:12][C:13]([OH:21])=[O:14])[CH:6]=[CH:7][CH:8]=1. The catalyst class is: 6.